Dataset: Full USPTO retrosynthesis dataset with 1.9M reactions from patents (1976-2016). Task: Predict the reactants needed to synthesize the given product. Given the product [Cl:12][C:13]1[N:14]=[C:15]([Cl:20])[N:16]=[C:17]([NH:9][C:7]2[N:6]=[CH:5][N:4]([CH2:3][C:2]([F:1])([F:10])[F:11])[CH:8]=2)[N:18]=1, predict the reactants needed to synthesize it. The reactants are: [F:1][C:2]([F:11])([F:10])[CH2:3][N:4]1[CH:8]=[C:7]([NH2:9])[N:6]=[CH:5]1.[Cl:12][C:13]1[N:18]=[C:17](Cl)[N:16]=[C:15]([Cl:20])[N:14]=1.ClC1N=C(Cl)N=C(NC2N=CN(C3CC3)C=2)N=1.